From a dataset of Reaction yield outcomes from USPTO patents with 853,638 reactions. Predict the reaction yield, written as a fraction of the theoretical maximum amount of product (1.0 means a 100% yield; for example, 0.34 means a 34% yield). (1) The reactants are [NH2:1][C:2]1[N:10]=[CH:9][N:8]=[C:7]2[C:3]=1[N:4]=[CH:5][N:6]2[C@H:11]1[C@@H:15]2[O:16][C:17]([CH3:20])([CH3:19])[O:18][C@@H:14]2[C@@H:13]([CH2:21][N:22]([CH2:39][CH3:40])[CH:23]2[CH2:26][CH:25]([CH2:27][CH2:28][C:29]([O:31]CC3C=CC=CC=3)=[O:30])[CH2:24]2)[O:12]1. The catalyst is CO.[Pd]. The product is [NH2:1][C:2]1[N:10]=[CH:9][N:8]=[C:7]2[C:3]=1[N:4]=[CH:5][N:6]2[C@H:11]1[C@@H:15]2[O:16][C:17]([CH3:20])([CH3:19])[O:18][C@@H:14]2[C@@H:13]([CH2:21][N:22]([CH2:39][CH3:40])[CH:23]2[CH2:26][CH:25]([CH2:27][CH2:28][C:29]([OH:31])=[O:30])[CH2:24]2)[O:12]1. The yield is 0.920. (2) The reactants are [Cl:1][C:2]1[N:7]=[C:6]([NH2:8])[C:5]([NH2:9])=[CH:4][CH:3]=1.C(=O)([O-])[O-].[K+].[K+].Br[CH2:17][C:18]([O:20][CH2:21][CH3:22])=[O:19]. The catalyst is CN(C=O)C. The product is [NH2:8][C:6]1[C:5]([NH:9][CH2:17][C:18]([O:20][CH2:21][CH3:22])=[O:19])=[CH:4][CH:3]=[C:2]([Cl:1])[N:7]=1. The yield is 0.505. (3) The reactants are [CH3:1][C:2]1[C:3]2[N:4]([N:9]=[C:10]([C:12]3[CH:17]=[CH:16][CH:15]=[CH:14][CH:13]=3)[N:11]=2)[CH:5]=[CH:6][C:7]=1[NH2:8].C[Al](C)C.[N:22]1([C:26]([C:28]2[CH:29]=[N:30][N:31]([CH3:38])[C:32]=2[C:33](OCC)=[O:34])=[O:27])[CH2:25][CH2:24][CH2:23]1. The catalyst is O1CCOCC1. The product is [N:22]1([C:26]([C:28]2[CH:29]=[N:30][N:31]([CH3:38])[C:32]=2[C:33]([NH:8][C:7]2[CH:6]=[CH:5][N:4]3[N:9]=[C:10]([C:12]4[CH:13]=[CH:14][CH:15]=[CH:16][CH:17]=4)[N:11]=[C:3]3[C:2]=2[CH3:1])=[O:34])=[O:27])[CH2:23][CH2:24][CH2:25]1. The yield is 0.693. (4) The reactants are [C:1]([O:5][C:6](=[O:14])[NH:7][CH2:8][CH2:9][O:10][CH2:11][CH2:12]O)([CH3:4])([CH3:3])[CH3:2].C1(P(C2C=CC=CC=2)C2C=CC=CC=2)C=CC=CC=1.N1C=CN=C1.[I:39]I. The catalyst is C(Cl)Cl. The product is [C:1]([O:5][C:6](=[O:14])[NH:7][CH2:8][CH2:9][O:10][CH2:11][CH2:12][I:39])([CH3:4])([CH3:3])[CH3:2]. The yield is 0.960. (5) The reactants are [C:1]([O:5][C:6]([CH:8]1[CH2:12][CH2:11][CH2:10][N:9]1[C:13](=[O:30])[CH:14]([NH:19][C:20]([O:22]CC1C=CC=CC=1)=O)[C:15]([CH3:18])([CH3:17])[CH3:16])=[O:7])([CH3:4])([CH3:3])[CH3:2].[NH2:31][C:32]1[CH:40]=[CH:39][C:35](C(O)=O)=[CH:34][C:33]=1[Cl:41].CCN(C(C)C)C(C)C.C(Cl)CCl. The catalyst is CO.CCOC(C)=O.C(Cl)Cl.CN(C=O)C.[Pd]. The product is [C:1]([O:5][C:6]([CH:8]1[CH2:12][CH2:11][CH2:10][N:9]1[C:13](=[O:30])[CH:14]([NH:19][C:20](=[O:22])[C:35]1[CH:39]=[CH:40][C:32]([NH2:31])=[C:33]([Cl:41])[CH:34]=1)[C:15]([CH3:17])([CH3:18])[CH3:16])=[O:7])([CH3:4])([CH3:2])[CH3:3]. The yield is 0.970. (6) The catalyst is O1CCCC1. The reactants are [F:1][C:2]([F:26])([F:25])[C:3]1[CH:4]=[C:5]([C:9]2[N:10]=[C:11]([CH2:14][N:15]3[CH:19]=[C:18]([C:20]([O:22]CC)=[O:21])[CH:17]=[N:16]3)[S:12][CH:13]=2)[CH:6]=[CH:7][CH:8]=1.C(O)C.[OH-].[Na+]. The yield is 0.670. The product is [F:26][C:2]([F:1])([F:25])[C:3]1[CH:4]=[C:5]([C:9]2[N:10]=[C:11]([CH2:14][N:15]3[CH:19]=[C:18]([C:20]([OH:22])=[O:21])[CH:17]=[N:16]3)[S:12][CH:13]=2)[CH:6]=[CH:7][CH:8]=1. (7) The reactants are [Br:1][C:2]1[CH:3]=[C:4]2[C:10]([CH2:11]Cl)=[CH:9][N:8]([S:13]([C:16]3[CH:22]=[CH:21][C:19]([CH3:20])=[CH:18][CH:17]=3)(=[O:15])=[O:14])[C:5]2=[N:6][CH:7]=1.[BH4-].[Na+]. The catalyst is CS(C)=O. The product is [Br:1][C:2]1[CH:3]=[C:4]2[C:10]([CH3:11])=[CH:9][N:8]([S:13]([C:16]3[CH:22]=[CH:21][C:19]([CH3:20])=[CH:18][CH:17]=3)(=[O:14])=[O:15])[C:5]2=[N:6][CH:7]=1. The yield is 0.814.